The task is: Predict the reaction yield, written as a fraction of the theoretical maximum amount of product (1.0 means a 100% yield; for example, 0.34 means a 34% yield).. This data is from Reaction yield outcomes from USPTO patents with 853,638 reactions. (1) The reactants are [C:1]([O:5][C:6]([NH:8][CH2:9][C@H:10]1[CH2:15][CH2:14][C@H:13]([C:16](O)=[O:17])[CH2:12][CH2:11]1)=[O:7])([CH3:4])([CH3:3])[CH3:2].C(N(CC)CC)C.ClC(OCC)=O.OS([O-])(=O)=O.[K+].[BH4-].[Na+]. The catalyst is C(Cl)Cl.C1COCC1.CO. The product is [C:1]([O:5][C:6](=[O:7])[NH:8][CH2:9][C@H:10]1[CH2:11][CH2:12][C@H:13]([CH2:16][OH:17])[CH2:14][CH2:15]1)([CH3:4])([CH3:2])[CH3:3]. The yield is 0.840. (2) The reactants are [NH2:1][C:2]1[C:3]([C:7]([NH:9][C:10]2[CH:15]=[CH:14][C:13]([F:16])=[C:12]([Br:17])[CH:11]=2)=O)=[N:4][S:5][N:6]=1.COC1C=CC(P2(=S)SP(C3C=CC(OC)=CC=3)(=S)[S:27]2)=CC=1. The catalyst is C1(C)C=CC=CC=1.C(OCC)(=O)C. The product is [NH2:1][C:2]1[C:3]([C:7](=[S:27])[NH:9][C:10]2[CH:15]=[CH:14][C:13]([F:16])=[C:12]([Br:17])[CH:11]=2)=[N:4][S:5][N:6]=1. The yield is 0.550. (3) The catalyst is C(OCC)(=O)C.[Pd]. The reactants are [Cl:1][C:2]1[CH:42]=[CH:41][C:5]([O:6][CH2:7][C:8]2[N:12]([CH2:13][CH2:14][CH2:15][CH:16]3[CH2:21][CH2:20][CH2:19][N:18]([C:22]([O:24][C:25]([CH3:28])([CH3:27])[CH3:26])=[O:23])[CH2:17]3)[C:11]3[CH:29]=[CH:30][CH:31]=[C:32]([O:33]CC4C=CC=CC=4)[C:10]=3[N:9]=2)=[CH:4][CH:3]=1. The yield is 0.780. The product is [Cl:1][C:2]1[CH:3]=[CH:4][C:5]([O:6][CH2:7][C:8]2[N:12]([CH2:13][CH2:14][CH2:15][CH:16]3[CH2:21][CH2:20][CH2:19][N:18]([C:22]([O:24][C:25]([CH3:28])([CH3:27])[CH3:26])=[O:23])[CH2:17]3)[C:11]3[CH:29]=[CH:30][CH:31]=[C:32]([OH:33])[C:10]=3[N:9]=2)=[CH:41][CH:42]=1. (4) The reactants are [O:1]=[C:2]1[C:7]([CH2:8][C:9]2[CH:14]=[CH:13][C:12]([C:15]3[C:16]([C:21]#[N:22])=[CH:17][CH:18]=[CH:19][CH:20]=3)=[CH:11][CH:10]=2)=[C:6]([CH2:23][CH2:24][CH3:25])[N:5]2[N:26]=[CH:27][N:28]=[C:4]2[N:3]1[CH:29]1[CH2:37][CH2:36][C:35]2[NH:34][N:33]=[CH:32][C:31]=2[CH2:30]1.[H-].[Na+].CN(C)C(=O)C.[CH3:46][C:47]1([CH3:50])[CH2:49][O:48]1. The catalyst is O.C(OCC)(=O)C. The product is [OH:48][C:47]([CH3:50])([CH3:49])[CH2:46][N:33]1[CH:32]=[C:31]2[C:35]([CH2:36][CH2:37][CH:29]([N:3]3[C:2](=[O:1])[C:7]([CH2:8][C:9]4[CH:10]=[CH:11][C:12]([C:15]5[C:16]([C:21]#[N:22])=[CH:17][CH:18]=[CH:19][CH:20]=5)=[CH:13][CH:14]=4)=[C:6]([CH2:23][CH2:24][CH3:25])[N:5]4[N:26]=[CH:27][N:28]=[C:4]34)[CH2:30]2)=[N:34]1. The yield is 0.110. (5) The reactants are Br[C:2]1[CH:9]=[CH:8][C:5]([C:6]#[N:7])=[CH:4][C:3]=1[CH3:10].[CH3:11][O:12][C:13]1[CH:18]=[CH:17][C:16](B(O)O)=[CH:15][CH:14]=1. No catalyst specified. The product is [CH3:11][O:12][C:13]1[CH:18]=[CH:17][C:16]([C:2]2[CH:9]=[CH:8][C:5]([C:6]#[N:7])=[CH:4][C:3]=2[CH3:10])=[CH:15][CH:14]=1. The yield is 0.800.